From a dataset of Peptide-MHC class II binding affinity with 134,281 pairs from IEDB. Regression. Given a peptide amino acid sequence and an MHC pseudo amino acid sequence, predict their binding affinity value. This is MHC class II binding data. (1) The peptide sequence is GKEELQEIPTMLKKG. The MHC is HLA-DQA10102-DQB10501 with pseudo-sequence HLA-DQA10102-DQB10501. The binding affinity (normalized) is 0.486. (2) The peptide sequence is PDRLTDQIKCFEKFI. The MHC is DRB1_0101 with pseudo-sequence DRB1_0101. The binding affinity (normalized) is 0.252. (3) The peptide sequence is IKEKGKDKWIALKES. The MHC is DRB1_0901 with pseudo-sequence DRB1_0901. The binding affinity (normalized) is 0.208. (4) The peptide sequence is IRNGGAPLLTTLKPE. The MHC is DRB1_0101 with pseudo-sequence DRB1_0101. The binding affinity (normalized) is 0.273. (5) The peptide sequence is RFTISRDNSKNTLYL. The MHC is DRB1_1101 with pseudo-sequence DRB1_1101. The binding affinity (normalized) is 0.211. (6) The peptide sequence is GKLFTQTMKGVERLA. The MHC is DRB1_0405 with pseudo-sequence DRB1_0405. The binding affinity (normalized) is 0.0734. (7) The peptide sequence is TAGVFAAPTLMSFLR. The MHC is HLA-DPA10201-DPB10501 with pseudo-sequence HLA-DPA10201-DPB10501. The binding affinity (normalized) is 0.855. (8) The peptide sequence is ALLTSRLTGLALRNR. The MHC is DRB1_1201 with pseudo-sequence DRB1_1201. The binding affinity (normalized) is 0.316. (9) The peptide sequence is GILHNLSDLYALITE. The MHC is DRB1_0405 with pseudo-sequence DRB1_0405. The binding affinity (normalized) is 0.708. (10) The peptide sequence is VIDVKLVDANGTLHD. The MHC is HLA-DQA10501-DQB10301 with pseudo-sequence HLA-DQA10501-DQB10301. The binding affinity (normalized) is 0.369.